Task: Regression. Given two drug SMILES strings and cell line genomic features, predict the synergy score measuring deviation from expected non-interaction effect.. Dataset: NCI-60 drug combinations with 297,098 pairs across 59 cell lines (1) Drug 1: CC12CCC3C(C1CCC2=O)CC(=C)C4=CC(=O)C=CC34C. Drug 2: C(CCl)NC(=O)N(CCCl)N=O. Cell line: MCF7. Synergy scores: CSS=6.73, Synergy_ZIP=3.24, Synergy_Bliss=2.46, Synergy_Loewe=-1.81, Synergy_HSA=-1.52. (2) Synergy scores: CSS=-0.859, Synergy_ZIP=-1.98, Synergy_Bliss=-6.40, Synergy_Loewe=-9.72, Synergy_HSA=-6.54. Drug 2: CC(C)CN1C=NC2=C1C3=CC=CC=C3N=C2N. Cell line: MDA-MB-231. Drug 1: CC(C1=C(C=CC(=C1Cl)F)Cl)OC2=C(N=CC(=C2)C3=CN(N=C3)C4CCNCC4)N. (3) Drug 1: CN1CCC(CC1)COC2=C(C=C3C(=C2)N=CN=C3NC4=C(C=C(C=C4)Br)F)OC. Drug 2: CC1=C2C(C(=O)C3(C(CC4C(C3C(C(C2(C)C)(CC1OC(=O)C(C(C5=CC=CC=C5)NC(=O)OC(C)(C)C)O)O)OC(=O)C6=CC=CC=C6)(CO4)OC(=O)C)OC)C)OC. Cell line: MDA-MB-231. Synergy scores: CSS=46.7, Synergy_ZIP=4.06, Synergy_Bliss=4.02, Synergy_Loewe=-2.85, Synergy_HSA=6.95. (4) Drug 1: CC1=C2C(C(=O)C3(C(CC4C(C3C(C(C2(C)C)(CC1OC(=O)C(C(C5=CC=CC=C5)NC(=O)C6=CC=CC=C6)O)O)OC(=O)C7=CC=CC=C7)(CO4)OC(=O)C)O)C)OC(=O)C. Drug 2: CCC1(CC2CC(C3=C(CCN(C2)C1)C4=CC=CC=C4N3)(C5=C(C=C6C(=C5)C78CCN9C7C(C=CC9)(C(C(C8N6C)(C(=O)OC)O)OC(=O)C)CC)OC)C(=O)OC)O.OS(=O)(=O)O. Cell line: OVCAR-5. Synergy scores: CSS=1.11, Synergy_ZIP=-2.17, Synergy_Bliss=-3.49, Synergy_Loewe=-1.05, Synergy_HSA=-1.40. (5) Drug 1: C1=C(C(=O)NC(=O)N1)F. Drug 2: C1CC(C1)(C(=O)O)C(=O)O.[NH2-].[NH2-].[Pt+2]. Cell line: DU-145. Synergy scores: CSS=51.7, Synergy_ZIP=-1.52, Synergy_Bliss=-3.07, Synergy_Loewe=-0.937, Synergy_HSA=0.146. (6) Drug 1: C1=C(C(=O)NC(=O)N1)N(CCCl)CCCl. Drug 2: COC1=NC(=NC2=C1N=CN2C3C(C(C(O3)CO)O)O)N. Cell line: M14. Synergy scores: CSS=30.3, Synergy_ZIP=14.2, Synergy_Bliss=15.2, Synergy_Loewe=2.75, Synergy_HSA=9.38. (7) Drug 1: CC1C(C(CC(O1)OC2CC(CC3=C2C(=C4C(=C3O)C(=O)C5=C(C4=O)C(=CC=C5)OC)O)(C(=O)C)O)N)O.Cl. Drug 2: CCN(CC)CCCC(C)NC1=C2C=C(C=CC2=NC3=C1C=CC(=C3)Cl)OC. Cell line: IGROV1. Synergy scores: CSS=32.8, Synergy_ZIP=0.0878, Synergy_Bliss=5.28, Synergy_Loewe=-40.8, Synergy_HSA=4.31.